This data is from Full USPTO retrosynthesis dataset with 1.9M reactions from patents (1976-2016). The task is: Predict the reactants needed to synthesize the given product. (1) Given the product [CH3:1][O:2][CH2:3][CH2:4][CH2:5][CH2:6][N:7]1[C:15]2[C:10](=[CH:11][CH:12]=[CH:13][CH:14]=2)[CH:9]=[C:8]1[C:16]([N:18]([CH2:36][CH:37]([CH3:39])[CH3:38])[C@@H:19]1[CH2:24][NH:23][CH2:22][C@H:21]([C:32]([O:34][CH3:35])=[O:33])[CH2:20]1)=[O:17], predict the reactants needed to synthesize it. The reactants are: [CH3:1][O:2][CH2:3][CH2:4][CH2:5][CH2:6][N:7]1[C:15]2[C:10](=[CH:11][CH:12]=[CH:13][CH:14]=2)[CH:9]=[C:8]1[C:16]([N:18]([CH2:36][CH:37]([CH3:39])[CH3:38])[C@@H:19]1[CH2:24][N:23](C(OC(C)(C)C)=O)[CH2:22][C@H:21]([C:32]([O:34][CH3:35])=[O:33])[CH2:20]1)=[O:17].C(OCC)(=O)C.Cl. (2) Given the product [CH2:13]([S:16][CH2:17][CH2:18][CH2:19][O:8][CH2:7][CH2:6][C:5]1[CH:9]=[CH:10][C:2]([Br:1])=[CH:3][CH:4]=1)[CH:14]=[CH2:15], predict the reactants needed to synthesize it. The reactants are: [Br:1][C:2]1[CH:10]=[CH:9][C:5]([CH2:6][CH2:7][OH:8])=[CH:4][CH:3]=1.[H-].[Na+].[CH2:13]([S:16][CH2:17][CH2:18][CH2:19]OS(C1C=CC(C)=CC=1)(=O)=O)[CH:14]=[CH2:15]. (3) Given the product [CH3:10][O:11][C:12]1[N:13]=[CH:14][C:15]2[S:21][CH2:20][CH2:19][N:18]([CH2:22][C:23]3[CH:31]=[CH:30][C:26]([C:27]([O:8][CH2:7][CH2:6][CH2:5][CH2:4][O:3][N+:1]([O-:9])=[O:2])=[O:28])=[CH:25][CH:24]=3)[CH2:17][C:16]=2[N:32]=1, predict the reactants needed to synthesize it. The reactants are: [N+:1]([O-:9])([O:3][CH2:4][CH2:5][CH2:6][CH2:7][OH:8])=[O:2].[CH3:10][O:11][C:12]1[N:13]=[CH:14][C:15]2[S:21][CH2:20][CH2:19][N:18]([CH2:22][C:23]3[CH:31]=[CH:30][C:26]([C:27](O)=[O:28])=[CH:25][CH:24]=3)[CH2:17][C:16]=2[N:32]=1. (4) Given the product [Cl:1][C:2]1[CH:3]=[C:4]([CH:22]=[CH:23][C:24]=1[O:25][CH3:26])[CH2:5][NH:6][C:7]1[C:8]2[N:17]([CH3:18])[N:16]=[C:15]([CH2:19][CH2:20][CH3:21])[C:9]=2[N:10]=[C:11]([CH2:13][NH:27][CH2:28][CH2:29][CH2:30][OH:31])[N:12]=1, predict the reactants needed to synthesize it. The reactants are: [Cl:1][C:2]1[CH:3]=[C:4]([CH:22]=[CH:23][C:24]=1[O:25][CH3:26])[CH2:5][NH:6][C:7]1[C:8]2[N:17]([CH3:18])[N:16]=[C:15]([CH2:19][CH2:20][CH3:21])[C:9]=2[N:10]=[C:11]([CH2:13]Cl)[N:12]=1.[NH2:27][CH2:28][CH2:29][CH2:30][OH:31].C(OCC)(=O)C. (5) Given the product [Cl:1][C:2]1[CH:7]=[CH:6][C:5]([C:8]([OH:9])([C:10]2[N:11]([CH3:15])[CH:12]=[N:13][CH:14]=2)[C:16]2[CH:17]=[C:18]3[C:23](=[CH:24][CH:25]=2)[NH:22][C:21](=[O:26])[CH:20]=[C:19]3[C:28]2[S:29][C:30]([Cl:33])=[CH:31][CH:32]=2)=[CH:4][CH:3]=1, predict the reactants needed to synthesize it. The reactants are: [Cl:1][C:2]1[CH:7]=[CH:6][C:5]([C:8]([C:16]2[CH:17]=[C:18]3[C:23](=[CH:24][CH:25]=2)[N:22]=[C:21]([O:26]C)[CH:20]=[C:19]3[C:28]2[S:29][C:30]([Cl:33])=[CH:31][CH:32]=2)([C:10]2[N:11]([CH3:15])[CH:12]=[N:13][CH:14]=2)[OH:9])=[CH:4][CH:3]=1.ClC1C=CC(C(C2C=C3C(=CC=2)N=C(OC)C=C3C2SC(C)=CC=2)(C2N(C)C=NC=2)O)=CC=1. (6) Given the product [C:1]([C:5]1[S:9][C:8]([C:10]([O-:12])=[O:11])=[N:7][N:6]=1)([CH3:4])([CH3:2])[CH3:3].[Li+:17], predict the reactants needed to synthesize it. The reactants are: [C:1]([C:5]1[S:9][C:8]([C:10]([O:12]CC)=[O:11])=[N:7][N:6]=1)([CH3:4])([CH3:3])[CH3:2].O.[OH-].[Li+:17]. (7) Given the product [CH2:4]([O:16][C:17]1[CH:23]=[CH:22][C:20]2[NH:21][CH:1]=[N:24][C:19]=2[CH:18]=1)[CH2:5][CH2:6][CH2:7][CH2:8][CH2:9][CH2:10][CH2:11][CH2:12][CH2:13][CH2:14][CH3:15], predict the reactants needed to synthesize it. The reactants are: [CH:1](O)=O.[CH2:4]([O:16][C:17]1[CH:23]=[CH:22][C:20]([NH2:21])=[C:19]([N+:24]([O-])=O)[CH:18]=1)[CH2:5][CH2:6][CH2:7][CH2:8][CH2:9][CH2:10][CH2:11][CH2:12][CH2:13][CH2:14][CH3:15].[Cl-].[NH4+].